Predict which catalyst facilitates the given reaction. From a dataset of Catalyst prediction with 721,799 reactions and 888 catalyst types from USPTO. (1) Reactant: C([Cl:4])(=O)C.C(OC([N:12]1[CH2:17][CH2:16][CH:15]([C:18]2[N:19]([CH2:34][CH2:35][N:36]([CH3:38])[CH3:37])[CH:20]=[C:21]([C:23]3[CH:28]=[CH:27][C:26]([F:29])=[C:25]([C:30]([F:33])([F:32])[F:31])[CH:24]=3)[N:22]=2)[CH2:14][CH2:13]1)=O)(C)(C)C. Product: [ClH:4].[ClH:4].[ClH:4].[F:29][C:26]1[CH:27]=[CH:28][C:23]([C:21]2[N:22]=[C:18]([CH:15]3[CH2:16][CH2:17][NH:12][CH2:13][CH2:14]3)[N:19]([CH2:34][CH2:35][N:36]([CH3:38])[CH3:37])[CH:20]=2)=[CH:24][C:25]=1[C:30]([F:31])([F:32])[F:33]. The catalyst class is: 8. (2) Reactant: C(Cl)(=O)C(Cl)=O.CS(C)=O.[F:11][C:12]([F:29])([F:28])[C:13]1[NH:17][CH:16]2[CH2:18][N:19]([C:21]([O:23][C:24]([CH3:27])([CH3:26])[CH3:25])=[O:22])[CH2:20][CH:15]2[N:14]=1.C(N(CC)CC)C. Product: [F:29][C:12]([F:11])([F:28])[C:13]1[NH:17][C:16]2[CH2:18][N:19]([C:21]([O:23][C:24]([CH3:25])([CH3:26])[CH3:27])=[O:22])[CH2:20][C:15]=2[N:14]=1. The catalyst class is: 4.